From a dataset of Full USPTO retrosynthesis dataset with 1.9M reactions from patents (1976-2016). Predict the reactants needed to synthesize the given product. (1) The reactants are: [OH:1]/[N:2]=[C:3](/[C:5]1[CH:13]=[CH:12][C:11]2[NH:10][C:9]3[CH:14]([CH2:17][C:18]([O:20][CH2:21][CH3:22])=[O:19])[CH2:15][CH2:16][C:8]=3[C:7]=2[CH:6]=1)\[NH2:4].C(N(CC)CC)C.[CH:30]([O:33][C:34]1[CH:42]=[CH:41][C:37]([C:38](Cl)=O)=[CH:36][CH:35]=1)([CH3:32])[CH3:31]. Given the product [CH:30]([O:33][C:34]1[CH:35]=[CH:36][C:37]([C:38]2[O:1][N:2]=[C:3]([C:5]3[CH:13]=[CH:12][C:11]4[NH:10][C:9]5[CH:14]([CH2:17][C:18]([O:20][CH2:21][CH3:22])=[O:19])[CH2:15][CH2:16][C:8]=5[C:7]=4[CH:6]=3)[N:4]=2)=[CH:41][CH:42]=1)([CH3:32])[CH3:31], predict the reactants needed to synthesize it. (2) Given the product [NH:44]1[CH:43]=[C:42]([C:2]2[C:3]3[CH:10]=[CH:9][N:8]([CH2:11][O:12][CH2:13][CH2:14][Si:15]([CH3:18])([CH3:17])[CH3:16])[C:4]=3[N:5]=[CH:6][N:7]=2)[CH:46]=[N:45]1, predict the reactants needed to synthesize it. The reactants are: Cl[C:2]1[C:3]2[CH:10]=[CH:9][N:8]([CH2:11][O:12][CH2:13][CH2:14][Si:15]([CH3:18])([CH3:17])[CH3:16])[C:4]=2[N:5]=[CH:6][N:7]=1.O1CCOCC1.C(OCN1C2N=CN=C([C:42]3[CH:43]=[N:44][N:45](C(OCC)C)[CH:46]=3)C=2C=C1)(=O)C(C)(C)C.C(=O)([O-])[O-].[K+].[K+]. (3) Given the product [CH2:1]([O:3][P:4]([CH:9]([C:35]#[N:36])[CH2:10][C:11]([CH3:34])=[CH:12][CH2:13][C:14]1[C:15]([OH:27])=[C:16]2[C:20](=[C:21]([CH3:25])[C:22]=1[O:23][CH3:24])[CH2:19][O:18][C:17]2=[O:26])(=[O:8])[O:5][CH2:6][CH3:7])[CH3:2], predict the reactants needed to synthesize it. The reactants are: [CH2:1]([O:3][P:4]([CH:9]([C:35]#[N:36])[CH2:10][C:11]([CH3:34])=[CH:12][CH2:13][C:14]1[C:15]([O:27]CC[Si](C)(C)C)=[C:16]2[C:20](=[C:21]([CH3:25])[C:22]=1[O:23][CH3:24])[CH2:19][O:18][C:17]2=[O:26])(=[O:8])[O:5][CH2:6][CH3:7])[CH3:2]. (4) Given the product [Br:12][C:13]1[CH:18]=[CH:17][C:16]([O:19][C:1](=[O:3])[CH3:2])=[C:15]([CH2:20][C:21]([F:22])([F:23])[F:24])[CH:14]=1, predict the reactants needed to synthesize it. The reactants are: [C:1](Cl)(=[O:3])[CH3:2].C(N(CC)CC)C.[Br:12][C:13]1[CH:18]=[CH:17][C:16]([OH:19])=[C:15]([CH2:20][C:21]([F:24])([F:23])[F:22])[CH:14]=1.